This data is from Full USPTO retrosynthesis dataset with 1.9M reactions from patents (1976-2016). The task is: Predict the reactants needed to synthesize the given product. The reactants are: [H-].[Na+].[O:3]=[C:4]1[CH:9]([C:10]([O:12][CH2:13][CH3:14])=[O:11])[CH2:8][CH2:7][N:6]([C:15]([O:17][C:18]([CH3:21])([CH3:20])[CH3:19])=[O:16])[CH2:5]1.[F:22][C:23]([F:36])([F:35])[S:24](O[S:24]([C:23]([F:36])([F:35])[F:22])(=[O:26])=[O:25])(=[O:26])=[O:25]. Given the product [F:22][C:23]([F:36])([F:35])[S:24]([O:3][C:4]1[CH2:5][N:6]([C:15]([O:17][C:18]([CH3:20])([CH3:19])[CH3:21])=[O:16])[CH2:7][CH2:8][C:9]=1[C:10]([O:12][CH2:13][CH3:14])=[O:11])(=[O:26])=[O:25], predict the reactants needed to synthesize it.